From a dataset of Full USPTO retrosynthesis dataset with 1.9M reactions from patents (1976-2016). Predict the reactants needed to synthesize the given product. (1) Given the product [CH3:1][C:2]1[N:7]=[C:6]([C:8]([N:50]2[C@H:51]([CH2:55][NH:56][C:57]3[CH:62]=[N:61][C:60]([C:63]([F:66])([F:64])[F:65])=[CH:59][N:58]=3)[CH2:52][C@H:53]3[C@H:48]([CH2:54]3)[CH2:49]2)=[O:10])[C:5]([C:11]2[N:16]=[CH:15][CH:14]=[CH:13][N:12]=2)=[CH:4][CH:3]=1, predict the reactants needed to synthesize it. The reactants are: [CH3:1][C:2]1[N:7]=[C:6]([C:8]([OH:10])=O)[C:5]([C:11]2[N:16]=[CH:15][CH:14]=[CH:13][N:12]=2)=[CH:4][CH:3]=1.CCN(C(C)C)C(C)C.CN(C(ON1N=NC2C=CC=CC1=2)=[N+](C)C)C.[B-](F)(F)(F)F.[C@H:48]12[CH2:54][C@H:53]1[CH2:52][C@@H:51]([CH2:55][NH:56][C:57]1[CH:62]=[N:61][C:60]([C:63]([F:66])([F:65])[F:64])=[CH:59][N:58]=1)[NH:50][CH2:49]2.C([O-])(O)=O.[Na+]. (2) Given the product [NH2:18][C:4]1[N:3]=[C:2]([NH:19][C:20]2[CH:28]=[CH:27][C:23]([CH2:24][CH2:25][OH:26])=[CH:22][CH:21]=2)[CH:7]=[C:6]([C:8]2[CH:13]=[C:12]([Br:14])[CH:11]=[CH:10][C:9]=2[O:15][CH2:16][CH3:17])[N:5]=1, predict the reactants needed to synthesize it. The reactants are: Cl[C:2]1[CH:7]=[C:6]([C:8]2[CH:13]=[C:12]([Br:14])[CH:11]=[CH:10][C:9]=2[O:15][CH2:16][CH3:17])[N:5]=[C:4]([NH2:18])[N:3]=1.[NH2:19][C:20]1[CH:28]=[CH:27][C:23]([CH2:24][CH2:25][OH:26])=[CH:22][CH:21]=1. (3) Given the product [Br:14][C:15]1[CH:16]=[C:17]([N:1]2[C:5]3=[N:6][CH:7]=[CH:8][CH:9]=[C:4]3[C:3]([C:10]([O:12][CH3:13])=[O:11])=[N:2]2)[CH:18]=[C:19]([CH3:21])[CH:20]=1, predict the reactants needed to synthesize it. The reactants are: [NH:1]1[C:5]2=[N:6][CH:7]=[CH:8][CH:9]=[C:4]2[C:3]([C:10]([O:12][CH3:13])=[O:11])=[N:2]1.[Br:14][C:15]1[CH:16]=[C:17](B(O)O)[CH:18]=[C:19]([CH3:21])[CH:20]=1. (4) The reactants are: [CH2:1]([O:3][C:4](=[O:24])[CH2:5][O:6][C:7]1[CH:12]=[CH:11][C:10]([S:13][C:14]2[CH:19]=[CH:18][C:17]([CH:20]=[O:21])=[CH:16][C:15]=2[Cl:22])=[CH:9][C:8]=1[CH3:23])[CH3:2].CCO.[BH4-].[Na+].Cl. Given the product [CH2:1]([O:3][C:4](=[O:24])[CH2:5][O:6][C:7]1[CH:12]=[CH:11][C:10]([S:13][C:14]2[CH:19]=[CH:18][C:17]([CH2:20][OH:21])=[CH:16][C:15]=2[Cl:22])=[CH:9][C:8]=1[CH3:23])[CH3:2], predict the reactants needed to synthesize it. (5) Given the product [CH3:21][CH2:20][CH2:19][CH2:18][CH2:17][CH2:16][CH2:15][CH2:14][CH2:13][CH2:12][CH2:11][CH3:10].[C:21]1([OH:8])[CH:20]=[CH:19][CH:18]=[CH:17][CH:16]=1, predict the reactants needed to synthesize it. The reactants are: C(Cl)(=[O:8])C1C=CC=CC=1.[CH3:10][CH2:11][CH2:12][CH2:13][CH2:14][CH2:15][CH2:16][CH2:17][CH2:18][CH2:19][CH2:20][CH3:21]. (6) The reactants are: [N+:1]([C:4]1[CH:9]=[CH:8][C:7]([C:10](=O)[C:11](=[N:16][NH:17][C:18]2[CH:23]=[CH:22][C:21]([S:24]([OH:27])(=[O:26])=[O:25])=[CH:20][CH:19]=2)[C:12]([O:14]C)=O)=[CH:6][CH:5]=1)([O-:3])=[O:2].[NH:29]([C:31]1[CH:39]=[CH:38][C:34]([C:35]([OH:37])=[O:36])=[CH:33][CH:32]=1)[NH2:30].Cl.[CH2:41](O)[CH3:42]. Given the product [N+:1]([C:4]1[CH:9]=[CH:8][C:7]([C:10]2[C:11](=[N:16][NH:17][C:18]3[CH:19]=[CH:20][C:21]([S:24]([OH:27])(=[O:25])=[O:26])=[CH:22][CH:23]=3)[C:12](=[O:14])[N:29]([C:31]3[CH:32]=[CH:33][C:34]([C:35]([O:37][CH2:41][CH3:42])=[O:36])=[CH:38][CH:39]=3)[N:30]=2)=[CH:6][CH:5]=1)([O-:3])=[O:2], predict the reactants needed to synthesize it. (7) Given the product [NH2:1][C:2]1[C:10]2[C:9]([C:11]3[CH:16]=[CH:15][C:14]([Cl:17])=[C:13]([Cl:18])[CH:12]=3)=[N:8][C:7]([NH:25][C@@H:26]3[CH2:30][CH2:29][N:28]([C:31]([O:33][C:34]([CH3:37])([CH3:36])[CH3:35])=[O:32])[CH2:27]3)=[N:6][C:5]=2[S:4][C:3]=1[C:22](=[O:23])[NH2:24], predict the reactants needed to synthesize it. The reactants are: [NH2:1][C:2]1[C:10]2[C:9]([C:11]3[CH:16]=[CH:15][C:14]([Cl:17])=[C:13]([Cl:18])[CH:12]=3)=[N:8][C:7](S(C)=O)=[N:6][C:5]=2[S:4][C:3]=1[C:22]([NH2:24])=[O:23].[NH2:25][C@@H:26]1[CH2:30][CH2:29][N:28]([C:31]([O:33][C:34]([CH3:37])([CH3:36])[CH3:35])=[O:32])[CH2:27]1.